Task: Predict the product of the given reaction.. Dataset: Forward reaction prediction with 1.9M reactions from USPTO patents (1976-2016) (1) Given the reactants [CH3:1][O:2][C:3]([C:5]1[N:6]([CH3:24])[C:7](Br)=[C:8]([C:16]2[CH:21]=[CH:20][C:19]([F:22])=[CH:18][CH:17]=2)[C:9]=1[C:10]1[CH:15]=[CH:14][N:13]=[CH:12][CH:11]=1)=[O:4].[CH2:25]([N:28]1[CH2:33][CH2:32][O:31][CH2:30][CH2:29]1)[C:26]#[CH:27], predict the reaction product. The product is: [CH3:1][O:2][C:3]([C:5]1[N:6]([CH3:24])[C:7]([C:27]#[C:26][CH2:25][N:28]2[CH2:33][CH2:32][O:31][CH2:30][CH2:29]2)=[C:8]([C:16]2[CH:21]=[CH:20][C:19]([F:22])=[CH:18][CH:17]=2)[C:9]=1[C:10]1[CH:15]=[CH:14][N:13]=[CH:12][CH:11]=1)=[O:4]. (2) Given the reactants [Hg:1](OC(C)=O)OC(C)=O.[CH2:10]([O:17][CH2:18][C@@H:19]([OH:42])[C@@H:20]([O:34][CH2:35][C:36]1[CH:41]=[CH:40][CH:39]=[CH:38][CH:37]=1)[C@H:21]([O:26][CH2:27][C:28]1[CH:33]=[CH:32][CH:31]=[CH:30][CH:29]=1)[C@@H:22]([OH:25])[CH:23]=[CH2:24])[C:11]1[CH:16]=[CH:15][CH:14]=[CH:13][CH:12]=1.[Cl-:43].[K+], predict the reaction product. The product is: [CH2:27]([O:26][C@H:21]1[C@H:20]([O:34][CH2:35][C:36]2[CH:37]=[CH:38][CH:39]=[CH:40][CH:41]=2)[C@@H:19]([CH2:18][O:17][CH2:10][C:11]2[CH:16]=[CH:15][CH:14]=[CH:13][CH:12]=2)[O:42][C@H:23]([CH2:24][Hg:1][Cl:43])[C@@H:22]1[OH:25])[C:28]1[CH:29]=[CH:30][CH:31]=[CH:32][CH:33]=1. (3) Given the reactants [CH2:1]=[CH:2][CH:3]=[CH2:4].[CH3:5][CH2:6][C:7]([CH2:9][CH2:10]/[CH:11]=[C:12](/[CH2:14][CH2:15][CH:16]=[C:17]([CH3:19])[CH3:18])\[CH3:13])=[CH2:8], predict the reaction product. The product is: [CH3:5][CH2:6][C:7]([CH2:9][CH2:10]/[CH:11]=[C:12](/[CH2:14][CH2:15][CH:16]=[C:17]([CH3:18])[CH3:19])\[CH3:13])=[CH2:8].[CH2:1]=[CH:2][CH:3]=[CH2:4]. (4) Given the reactants C[O:2][C:3]1[CH:4]=[CH:5][C:6]([C:10]([OH:12])=[O:11])=[N:7][C:8]=1[CH3:9].I.[O-]S([O-])=O.[Na+].[Na+], predict the reaction product. The product is: [OH:2][C:3]1[CH:4]=[CH:5][C:6]([C:10]([OH:12])=[O:11])=[N:7][C:8]=1[CH3:9]. (5) The product is: [Cl:18][CH2:19][C:20]([NH:1][C:2]1[CH:17]=[CH:16][CH:15]=[C:4]([O:5][CH2:6][C:7]([N:9]2[CH2:10][CH2:11][O:12][CH2:13][CH2:14]2)=[O:8])[CH:3]=1)=[O:21]. Given the reactants [NH2:1][C:2]1[CH:3]=[C:4]([CH:15]=[CH:16][CH:17]=1)[O:5][CH2:6][C:7]([N:9]1[CH2:14][CH2:13][O:12][CH2:11][CH2:10]1)=[O:8].[Cl:18][CH2:19][C:20](Cl)=[O:21], predict the reaction product.